Dataset: Catalyst prediction with 721,799 reactions and 888 catalyst types from USPTO. Task: Predict which catalyst facilitates the given reaction. (1) Reactant: FC1C=C(F)C=CC=1CN1C(=O)C=CC(CO)=N1.[O:19]=[C:20]1[N:25]([CH2:26][CH2:27][CH2:28][C:29]([F:32])([F:31])[F:30])[N:24]=[C:23]([C:33](OC)=[O:34])[CH2:22][CH2:21]1.[BH4-].[Na+]. Product: [OH:34][CH2:33][C:23]1[CH2:22][CH2:21][C:20](=[O:19])[N:25]([CH2:26][CH2:27][CH2:28][C:29]([F:32])([F:30])[F:31])[N:24]=1. The catalyst class is: 5. (2) Reactant: C(OC([N:8](C(OC(C)(C)C)=O)[CH2:9][C:10](=[O:20])[CH2:11][CH2:12][CH2:13][CH2:14][CH2:15][C:16]([O:18][CH3:19])=[O:17])=O)(C)(C)C.Cl. Product: [NH2:8][CH2:9][C:10](=[O:20])[CH2:11][CH2:12][CH2:13][CH2:14][CH2:15][C:16]([O:18][CH3:19])=[O:17]. The catalyst class is: 472. (3) Reactant: C[O:2][C:3](=[O:28])[CH2:4][C:5]1[C:13]2[C:8](=[N:9][CH:10]=[CH:11][CH:12]=2)[N:7]([CH2:14][C:15]([C:17]2[CH:22]=[CH:21][C:20]([S:23]([CH3:26])(=[O:25])=[O:24])=[CH:19][CH:18]=2)=[O:16])[C:6]=1[CH3:27].[OH-].[Na+]. Product: [CH3:26][S:23]([C:20]1[CH:21]=[CH:22][C:17]([C:15](=[O:16])[CH2:14][N:7]2[C:8]3=[N:9][CH:10]=[CH:11][CH:12]=[C:13]3[C:5]([CH2:4][C:3]([OH:28])=[O:2])=[C:6]2[CH3:27])=[CH:18][CH:19]=1)(=[O:24])=[O:25]. The catalyst class is: 24. (4) Reactant: [CH2:1]([C:3]1[CH:4]=[C:5]2[C:10](=[CH:11][C:12]=1[OH:13])[O:9][C:8]([C:14]([O:16]C)=[O:15])=[C:7]([C:18]1[CH:23]=[CH:22][C:21]([O:24][CH3:25])=[CH:20][CH:19]=1)[C:6]2=[O:26])[CH3:2].[OH-].[Na+].Cl. Product: [CH2:1]([C:3]1[CH:4]=[C:5]2[C:10](=[CH:11][C:12]=1[OH:13])[O:9][C:8]([C:14]([OH:16])=[O:15])=[C:7]([C:18]1[CH:19]=[CH:20][C:21]([O:24][CH3:25])=[CH:22][CH:23]=1)[C:6]2=[O:26])[CH3:2]. The catalyst class is: 21.